Dataset: Catalyst prediction with 721,799 reactions and 888 catalyst types from USPTO. Task: Predict which catalyst facilitates the given reaction. (1) Reactant: [N+:1]([C:4]1[CH:17]=[CH:16][C:7]([CH2:8][N:9]2[CH:13]=[CH:12][N:11]=[C:10]2[CH2:14][OH:15])=[CH:6][CH:5]=1)([O-])=O. Product: [NH2:1][C:4]1[CH:17]=[CH:16][C:7]([CH2:8][N:9]2[CH:13]=[CH:12][N:11]=[C:10]2[CH2:14][OH:15])=[CH:6][CH:5]=1. The catalyst class is: 349. (2) Reactant: Br[CH:2]([CH2:6][CH2:7][CH2:8][CH3:9])[C:3]([OH:5])=[O:4].[CH:10]1[C:19]2[C:14](=[CH:15][CH:16]=[CH:17][CH:18]=2)[CH:13]=[CH:12][C:11]=1[OH:20].[NH2:21][C:22]1[S:23][CH:24]=[CH:25][N:26]=1. Product: [CH:10]1[C:19]2[C:14](=[CH:15][CH:16]=[CH:17][CH:18]=2)[CH:13]=[CH:12][C:11]=1[O:20][CH:2]([CH2:6][CH2:7][CH2:8][CH3:9])[C:3]([OH:5])=[O:4].[CH:10]1[C:19]2[C:14](=[CH:15][CH:16]=[CH:17][CH:18]=2)[CH:13]=[CH:12][C:11]=1[O:20][CH:2]([CH2:6][CH2:7][CH2:8][CH3:9])[C:3]([NH:21][C:22]1[S:23][CH:24]=[CH:25][N:26]=1)=[O:5]. The catalyst class is: 1. (3) Product: [Br:1][C:2]1[C:7]([F:8])=[CH:6][C:5]([S:9]([NH:17][CH:14]2[CH2:16][CH2:15]2)(=[O:11])=[O:10])=[C:4]([F:13])[CH:3]=1. The catalyst class is: 4. Reactant: [Br:1][C:2]1[C:7]([F:8])=[CH:6][C:5]([S:9](Cl)(=[O:11])=[O:10])=[C:4]([F:13])[CH:3]=1.[CH:14]1([NH2:17])[CH2:16][CH2:15]1. (4) Reactant: [CH:1]1([CH:6]([C:10]2[CH:15]=[CH:14][C:13]([C:16]([F:19])([F:18])[F:17])=[CH:12][CH:11]=2)[C:7](O)=[O:8])[CH2:5][CH2:4][CH2:3][CH2:2]1.O.ON1C2C=CC=CC=2N=N1.C(N(CC)C(C)C)(C)C.[NH2:40][C:41]1[CH:42]=[C:43]([CH:55]=[CH:56][CH:57]=1)[CH2:44][C:45]1([C:48]([O:50][C:51]([CH3:54])([CH3:53])[CH3:52])=[O:49])[CH2:47][CH2:46]1.CN(C(ON1N=NC2C=CC=NC1=2)=[N+](C)C)C.F[P-](F)(F)(F)(F)F. Product: [CH:1]1([CH:6]([C:10]2[CH:15]=[CH:14][C:13]([C:16]([F:17])([F:18])[F:19])=[CH:12][CH:11]=2)[C:7]([NH:40][C:41]2[CH:42]=[C:43]([CH:55]=[CH:56][CH:57]=2)[CH2:44][C:45]2([C:48]([O:50][C:51]([CH3:54])([CH3:52])[CH3:53])=[O:49])[CH2:47][CH2:46]2)=[O:8])[CH2:5][CH2:4][CH2:3][CH2:2]1. The catalyst class is: 18. (5) Reactant: [CH:1]1([CH2:7][C@H:8]([CH2:26][C:27]([N:29]2[CH2:34][CH2:33][O:32][CH2:31][CH2:30]2)=[O:28])[C:9]([NH:11][C@H:12]([CH:15]([OH:25])[C:16]2[N:20]=[C:19]([C:21]([F:24])([F:23])[F:22])[O:18][N:17]=2)[CH2:13][CH3:14])=[O:10])[CH2:6][CH2:5][CH2:4][CH2:3][CH2:2]1.CC(OI1(OC(C)=O)(OC(C)=O)OC(=O)C2C=CC=CC1=2)=O. Product: [CH:1]1([CH2:7][C@H:8]([CH2:26][C:27]([N:29]2[CH2:34][CH2:33][O:32][CH2:31][CH2:30]2)=[O:28])[C:9]([NH:11][C@H:12]([C:15]([C:16]2[N:20]=[C:19]([C:21]([F:24])([F:23])[F:22])[O:18][N:17]=2)=[O:25])[CH2:13][CH3:14])=[O:10])[CH2:6][CH2:5][CH2:4][CH2:3][CH2:2]1. The catalyst class is: 2. (6) Reactant: [Cl-].[NH4+].C[O:4][C:5]1[C:10]([N+:11]([O-:13])=[O:12])=[CH:9][C:8]([Br:14])=[CH:7][C:6]=1[C:15]([CH3:18])([CH3:17])[CH3:16]. Product: [Br:14][C:8]1[CH:9]=[C:10]([N+:11]([O-:13])=[O:12])[C:5]([OH:4])=[C:6]([C:15]([CH3:18])([CH3:17])[CH3:16])[CH:7]=1. The catalyst class is: 406. (7) Reactant: [NH2:1][C:2]1[CH:7]=[CH:6][C:5]([N:8]2[C:12]([NH:13][C:14]([NH:16][C:17]3[CH:22]=[CH:21][C:20]([O:23][C:24]4[CH:29]=[CH:28][N:27]=[CH:26][CH:25]=4)=[CH:19][CH:18]=3)=[O:15])=[CH:11][C:10]([C:30]([CH3:33])([CH3:32])[CH3:31])=[N:9]2)=[CH:4][CH:3]=1.[CH3:34][O:35][CH2:36][CH2:37][C:38](Cl)=[O:39].CCN(CC)CC. Product: [C:30]([C:10]1[CH:11]=[C:12]([NH:13][C:14]([NH:16][C:17]2[CH:22]=[CH:21][C:20]([O:23][C:24]3[CH:25]=[CH:26][N:27]=[CH:28][CH:29]=3)=[CH:19][CH:18]=2)=[O:15])[N:8]([C:5]2[CH:6]=[CH:7][C:2]([NH:1][C:38](=[O:39])[CH2:37][CH2:36][O:35][CH3:34])=[CH:3][CH:4]=2)[N:9]=1)([CH3:33])([CH3:32])[CH3:31]. The catalyst class is: 1. (8) Reactant: [CH:1]1([CH:6]=[C:7]([C:17]2[CH:22]=[CH:21][C:20]([NH:23][S:24]([CH3:27])(=[O:26])=[O:25])=[CH:19][CH:18]=2)[C:8]2[NH:16][C:11]3=[N:12][CH:13]=[CH:14][CH:15]=[C:10]3[CH:9]=2)[CH2:5][CH2:4][CH2:3][CH2:2]1. Product: [CH:1]1([CH2:6][CH:7]([C:17]2[CH:18]=[CH:19][C:20]([NH:23][S:24]([CH3:27])(=[O:26])=[O:25])=[CH:21][CH:22]=2)[C:8]2[NH:16][C:11]3=[N:12][CH:13]=[CH:14][CH:15]=[C:10]3[CH:9]=2)[CH2:5][CH2:4][CH2:3][CH2:2]1. The catalyst class is: 43.